The task is: Predict the product of the given reaction.. This data is from Forward reaction prediction with 1.9M reactions from USPTO patents (1976-2016). (1) Given the reactants COC1N=CC(C2[C@@]3(C)CC[C@H]4[C@H]([C@@H]3CC=2)CC=C2[C@]4(C)CCC(=O)N2C)=CC=1.COC1N=C(OC)C(B(O)O)=CN=1.[CH3:43][O:44][C:45]1[N:50]=[C:49]([O:51][CH3:52])[C:48]([C:53]2[C:57]3([CH3:73])[CH2:58][CH2:59][CH:60]4[CH:69]([CH:56]3[CH2:55][CH:54]=2)[CH2:68][CH:67]=[C:66]2[C:61]4([CH3:72])[CH2:62][CH2:63][C:64](=[O:71])[N:65]2[CH3:70])=[CH:47][N:46]=1, predict the reaction product. The product is: [CH3:43][O:44][C:45]1[N:50]=[C:49]([O:51][CH3:52])[C:48]([C:53]2[C@@:57]3([CH3:73])[CH2:58][CH2:59][C@H:60]4[C@H:69]([C@@H:56]3[CH2:55][CH:54]=2)[CH2:68][CH:67]=[C:66]2[C@:61]4([CH3:72])[CH2:62][CH2:63][C:64](=[O:71])[N:65]2[CH3:70])=[CH:47][N:46]=1. (2) Given the reactants [OH:1][C@H:2]([CH2:34][NH:35][CH2:36][C:37]1[CH:42]=[CH:41][CH:40]=[C:39]([O:43][CH3:44])[CH:38]=1)[C@@H:3]([NH:11][C:12](=[O:33])[C:13]1[CH:29]=[C:28]([N+:30]([O-])=[O:31])[CH:27]=[C:15]([C:16]([NH:18][C@@H:19]([C:21]2[CH:26]=[CH:25][CH:24]=[CH:23][CH:22]=2)[CH3:20])=[O:17])[CH:14]=1)[CH2:4][C:5]1[CH:10]=[CH:9][CH:8]=[CH:7][CH:6]=1.O[C@H](CNCC1C=CC=C(OC)C=1)[C@@H](NC(=O)C1C=C(NO)C=C(C(N(C)CC2SC=C(C)N=2)=O)C=1)CC1C=CC=CC=1, predict the reaction product. The product is: [OH:1][C@H:2]([CH2:34][NH:35][CH2:36][C:37]1[CH:42]=[CH:41][CH:40]=[C:39]([O:43][CH3:44])[CH:38]=1)[C@@H:3]([NH:11][C:12](=[O:33])[C:13]1[CH:29]=[C:28]([NH:30][OH:31])[CH:27]=[C:15]([C:16]([NH:18][C@@H:19]([C:21]2[CH:26]=[CH:25][CH:24]=[CH:23][CH:22]=2)[CH3:20])=[O:17])[CH:14]=1)[CH2:4][C:5]1[CH:10]=[CH:9][CH:8]=[CH:7][CH:6]=1. (3) The product is: [O:31]1[CH2:32][CH:33]=[C:34]([C:2]2[C:3]([O:16][CH:17]3[CH2:20][N:19]([C:21]4[CH:30]=[CH:29][C:28]5[C:23](=[CH:24][CH:25]=[CH:26][CH:27]=5)[N:22]=4)[CH2:18]3)=[N:4][C:5]([N:8]3[CH2:13][CH2:12][CH:11]([CH2:14][OH:15])[CH2:10][CH2:9]3)=[N:6][CH:7]=2)[CH2:35][CH2:36]1. Given the reactants Br[C:2]1[C:3]([O:16][CH:17]2[CH2:20][N:19]([C:21]3[CH:30]=[CH:29][C:28]4[C:23](=[CH:24][CH:25]=[CH:26][CH:27]=4)[N:22]=3)[CH2:18]2)=[N:4][C:5]([N:8]2[CH2:13][CH2:12][CH:11]([CH2:14][OH:15])[CH2:10][CH2:9]2)=[N:6][CH:7]=1.[O:31]1[CH2:36][CH:35]=[C:34](B2OC(C)(C)C(C)(C)O2)[CH2:33][CH2:32]1.[O-]P([O-])([O-])=O.[K+].[K+].[K+], predict the reaction product. (4) Given the reactants [Cl:1][C:2]1[C:15]2[C:14](=O)[C:13]3[C:8](=[C:9]([Cl:17])[CH:10]=[CH:11][CH:12]=3)[C:7](=O)[C:6]=2[CH:5]=[CH:4][CH:3]=1.I.O.CO, predict the reaction product. The product is: [Cl:1][C:2]1[C:15]2[CH2:14][C:13]3[C:8](=[C:9]([Cl:17])[CH:10]=[CH:11][CH:12]=3)[CH2:7][C:6]=2[CH:5]=[CH:4][CH:3]=1. (5) Given the reactants C[O:2][C:3]1[CH:10]=[CH:9][C:6]([C:7]#[N:8])=[CH:5][C:4]=1[C:11]#[N:12].[Si](I)(C)(C)C.Cl, predict the reaction product. The product is: [OH:2][C:3]1[CH:10]=[CH:9][C:6]([C:7]#[N:8])=[CH:5][C:4]=1[C:11]#[N:12].